This data is from Reaction yield outcomes from USPTO patents with 853,638 reactions. The task is: Predict the reaction yield, written as a fraction of the theoretical maximum amount of product (1.0 means a 100% yield; for example, 0.34 means a 34% yield). (1) The reactants are [CH:1]1([OH:6])[CH2:5][CH2:4][CH2:3][CH2:2]1.F[C:8]1[CH:13]=[CH:12][CH:11]=[CH:10][C:9]=1[N+:14]([O-:16])=[O:15].[CH:17]1([O:22][C:23]2[CH:29]=[CH:28][CH:27]=[CH:26][C:24]=2[NH2:25])[CH2:21][CH2:20][CH2:19][CH2:18]1.[NH2:30][C:31]1[S:32][CH:33]=[CH:34][N:35]=1. No catalyst specified. The product is [CH:1]1([O:6][C:8]2[CH:13]=[CH:12][CH:11]=[CH:10][C:9]=2[N+:14]([O-:16])=[O:15])[CH2:5][CH2:4][CH2:3][CH2:2]1.[CH:17]1([O:22][C:23]2[CH:29]=[CH:28][CH:27]=[CH:26][C:24]=2[NH:25][C:1]([NH:30][C:31]2[S:32][CH:33]=[CH:34][N:35]=2)=[O:6])[CH2:21][CH2:20][CH2:19][CH2:18]1. The yield is 0.800. (2) The reactants are [OH:1][C:2]1[CH:6]=[C:5]([C:7]([O:9][CH3:10])=[O:8])[NH:4][N:3]=1.C(=O)([O-])[O-].[K+].[K+].I[CH2:18][CH2:19][CH2:20][CH3:21]. The product is [CH2:18]([O:1][C:2]1[CH:6]=[C:5]([C:7]([O:9][CH3:10])=[O:8])[NH:4][N:3]=1)[CH2:19][CH2:20][CH3:21]. The catalyst is CN(C)C=O. The yield is 0.640. (3) The reactants are [NH2:1][C:2]1[C:7]([F:8])=[C:6](Br)[N:5]=[C:4]([C:10]([O:12][CH3:13])=[O:11])[C:3]=1[Cl:14].[S:15]1[C:19]2[CH:20]=[CH:21][C:22](B(O)O)=[CH:23][C:18]=2[N:17]=[CH:16]1.[F-].[K+].CC#N. The catalyst is ClCCl.CC([O-])=O.CC([O-])=O.[Pd+2].O. The product is [NH2:1][C:2]1[C:7]([F:8])=[C:6]([C:22]2[CH:21]=[CH:20][C:19]3[S:15][CH:16]=[N:17][C:18]=3[CH:23]=2)[N:5]=[C:4]([C:10]([O:12][CH3:13])=[O:11])[C:3]=1[Cl:14]. The yield is 0.510. (4) The reactants are Cl.[CH2:2]([C:9]1[O:10][C:11]2[CH:42]=[CH:41][CH:40]=[CH:39][C:12]=2[C:13]=1[C:14]1[CH:38]=[CH:37][C:17]([C:18]2[CH:23]=[CH:22][C:21]([C:24](=[O:36])[CH2:25][CH:26]3C(=O)OC(C)(C)[O:28][C:27]3=[O:35])=[CH:20][CH:19]=2)=[CH:16][CH:15]=1)[C:3]1[CH:8]=[CH:7][CH:6]=[CH:5][CH:4]=1. The catalyst is C1COCC1. The product is [CH2:2]([C:9]1[O:10][C:11]2[CH:42]=[CH:41][CH:40]=[CH:39][C:12]=2[C:13]=1[C:14]1[CH:15]=[CH:16][C:17]([C:18]2[CH:23]=[CH:22][C:21]([C:24](=[O:36])[CH2:25][CH2:26][C:27]([OH:35])=[O:28])=[CH:20][CH:19]=2)=[CH:37][CH:38]=1)[C:3]1[CH:4]=[CH:5][CH:6]=[CH:7][CH:8]=1. The yield is 0.620. (5) The reactants are [NH2:1][C:2]1[CH:7]=[CH:6][CH:5]=[CH:4][N:3]=1.C[Si]([N-][Si](C)(C)C)(C)C.[K+].Cl[CH2:19][C:20]1[C:21]([C:26]2[CH:31]=[CH:30][CH:29]=[CH:28][CH:27]=2)=[N:22][O:23][C:24]=1[CH3:25]. The catalyst is C1COCC1.C(OCC)(=O)C. The product is [CH3:25][C:24]1[O:23][N:22]=[C:21]([C:26]2[CH:27]=[CH:28][CH:29]=[CH:30][CH:31]=2)[C:20]=1[CH2:19][NH:1][C:2]1[CH:7]=[CH:6][CH:5]=[CH:4][N:3]=1. The yield is 0.180. (6) The reactants are [F:1][C:2]1[CH:3]=[C:4]([B:12]2[O:16]C(C)(C)C(C)(C)[O:13]2)[CH:5]=[CH:6][C:7]=1[S:8]([CH3:11])(=[O:10])=[O:9].O1CCCC1.O.Cl. The catalyst is C(OCC)C. The product is [F:1][C:2]1[CH:3]=[C:4]([B:12]([OH:16])[OH:13])[CH:5]=[CH:6][C:7]=1[S:8]([CH3:11])(=[O:10])=[O:9]. The yield is 0.420.